The task is: Predict the product of the given reaction.. This data is from Forward reaction prediction with 1.9M reactions from USPTO patents (1976-2016). (1) Given the reactants Br[C:2]1[N:7]=[C:6]2[S:8][C:9]([NH:11][C:12](=[O:24])[C:13]3[CH:18]=[CH:17][C:16]([C:19]([CH3:23])([CH3:22])[CH2:20][OH:21])=[CH:15][CH:14]=3)=[N:10][C:5]2=[CH:4][CH:3]=1.CC1(C)C(C)(C)OB([C:33]2[CH:34]=[N:35][NH:36][CH:37]=2)O1, predict the reaction product. The product is: [NH:35]1[CH:34]=[C:33]([C:2]2[N:7]=[C:6]3[S:8][C:9]([NH:11][C:12](=[O:24])[C:13]4[CH:18]=[CH:17][C:16]([C:19]([CH3:23])([CH3:22])[CH2:20][OH:21])=[CH:15][CH:14]=4)=[N:10][C:5]3=[CH:4][CH:3]=2)[CH:37]=[N:36]1. (2) Given the reactants [Cl:1][C:2]1[CH:7]=[CH:6][C:5]([C@@H:8]2[C@@H:13]([C@@H:14]([O:16][C:17]3[CH:22]=[CH:21][C:20]([Cl:23])=[C:19](Cl)[CH:18]=3)[CH3:15])[CH2:12][CH2:11][N:10]([C:25]([CH:27]3[CH2:32][CH2:31][N:30]([C:33]4[CH:38]=[CH:37][C:36]([C:39]#[N:40])=[CH:35][N:34]=4)[CH2:29][CH2:28]3)=[O:26])[CH2:9]2)=[CH:4][CH:3]=1.N1CCCCC1.C(N1CC[C@H]([C@H]([OH:62])C)[C@@H](C2C=CC(Cl)=CC=2)C1)C1C=CC=CC=1.ClC1C=CC(O)=CC=1.ClC(OC(Cl)=O)C.CCN(C(C)C)C(C)C, predict the reaction product. The product is: [C:39]([C:36]1[CH:37]=[CH:38][C:33]([N:30]2[CH2:31][CH2:32][CH:27]([C:25]([OH:26])=[O:62])[CH2:28][CH2:29]2)=[N:34][CH:35]=1)#[N:40].[Cl:23][C:20]1[CH:19]=[CH:18][C:17]([O:16][C@H:14]([C@H:13]2[CH2:12][CH2:11][N:10]([C:25]([CH:27]3[CH2:32][CH2:31][N:30]([C:33]4[CH:38]=[CH:37][C:36]([C:39]#[N:40])=[CH:35][N:34]=4)[CH2:29][CH2:28]3)=[O:26])[CH2:9][C@@H:8]2[C:5]2[CH:6]=[CH:7][C:2]([Cl:1])=[CH:3][CH:4]=2)[CH3:15])=[CH:22][CH:21]=1.